This data is from NCI-60 drug combinations with 297,098 pairs across 59 cell lines. The task is: Regression. Given two drug SMILES strings and cell line genomic features, predict the synergy score measuring deviation from expected non-interaction effect. Drug 1: C1C(C(OC1N2C=NC3=C(N=C(N=C32)Cl)N)CO)O. Drug 2: CC=C1C(=O)NC(C(=O)OC2CC(=O)NC(C(=O)NC(CSSCCC=C2)C(=O)N1)C(C)C)C(C)C. Cell line: NCI-H522. Synergy scores: CSS=29.1, Synergy_ZIP=-1.26, Synergy_Bliss=-1.58, Synergy_Loewe=-20.8, Synergy_HSA=-0.544.